This data is from Peptide-MHC class I binding affinity with 185,985 pairs from IEDB/IMGT. The task is: Regression. Given a peptide amino acid sequence and an MHC pseudo amino acid sequence, predict their binding affinity value. This is MHC class I binding data. (1) The peptide sequence is NENDQYIYM. The MHC is HLA-B44:03 with pseudo-sequence HLA-B44:03. The binding affinity (normalized) is 0.507. (2) The binding affinity (normalized) is 0.0847. The peptide sequence is YAYNSSLLY. The MHC is HLA-C08:02 with pseudo-sequence HLA-C08:02. (3) The peptide sequence is NSDTVDWSW. The MHC is HLA-A31:01 with pseudo-sequence HLA-A31:01. The binding affinity (normalized) is 0.0847. (4) The peptide sequence is ASFDLAAML. The MHC is Mamu-A01 with pseudo-sequence Mamu-A01. The binding affinity (normalized) is 0.562. (5) The peptide sequence is TRMMETQTS. The MHC is Mamu-B08 with pseudo-sequence Mamu-B08. The binding affinity (normalized) is 0.114. (6) The peptide sequence is ARRHRILDIYL. The MHC is Mamu-B03 with pseudo-sequence Mamu-B03. The binding affinity (normalized) is 0.754. (7) The peptide sequence is FSVQRNLPF. The MHC is HLA-A30:01 with pseudo-sequence HLA-A30:01. The binding affinity (normalized) is 0.0847. (8) The binding affinity (normalized) is 0.172. The MHC is HLA-A11:01 with pseudo-sequence HLA-A11:01. The peptide sequence is YIFRNTINM.